From a dataset of Reaction yield outcomes from USPTO patents with 853,638 reactions. Predict the reaction yield, written as a fraction of the theoretical maximum amount of product (1.0 means a 100% yield; for example, 0.34 means a 34% yield). (1) The reactants are [CH3:1][O:2][C:3]1[CH:28]=[CH:27][C:6]([CH2:7][N:8]2[C:12]3=[N:13][CH:14]=[CH:15][C:16]([O:17][C:18]4[CH:23]=[CH:22][C:21]([NH2:24])=[CH:20][C:19]=4[F:25])=[C:11]3[C:10](I)=[N:9]2)=[CH:5][CH:4]=1.[CH3:29][N:30]1[CH2:35][CH2:34][CH:33]([NH2:36])[CH2:32][CH2:31]1.N1CCC[C@H]1C(O)=O.C([O-])([O-])=O.[K+].[K+]. The catalyst is CS(C)=O.[Cu]I.C(Cl)Cl. The product is [NH2:24][C:21]1[CH:22]=[CH:23][C:18]([O:17][C:16]2[CH:15]=[CH:14][N:13]=[C:12]3[N:8]([CH2:7][C:6]4[CH:27]=[CH:28][C:3]([O:2][CH3:1])=[CH:4][CH:5]=4)[N:9]=[C:10]([NH:36][CH:33]4[CH2:34][CH2:35][N:30]([CH3:29])[CH2:31][CH2:32]4)[C:11]=23)=[C:19]([F:25])[CH:20]=1. The yield is 0.500. (2) The reactants are FC(F)(F)S(O[C:7]1[CH:16]=[CH:15][C:14]2[C:9](=[CH:10][CH:11]=[CH:12][CH:13]=2)[C:8]=1[N+:17]([O-:19])=[O:18])(=O)=O.[CH3:22][C:23]([NH2:36])([CH3:35])[CH2:24][NH:25][C:26]1[CH:31]=[CH:30][C:29]([N+:32]([O-])=O)=[CH:28][CH:27]=1. No catalyst specified. The product is [CH3:22][C:23]1([CH3:35])[CH2:24][N:25]([C:26]2[CH:31]=[CH:30][C:29]([NH:32][C:7]3[CH:16]=[CH:15][C:14]4[C:9](=[CH:10][CH:11]=[CH:12][CH:13]=4)[C:8]=3[N+:17]([O-:19])=[O:18])=[CH:28][CH:27]=2)[C:12]([CH2:11][CH2:10][C:9]2[CH:14]=[CH:15][CH:16]=[CH:7][CH:8]=2)=[N:36]1. The yield is 0.0100. (3) The reactants are Cl.[NH2:2][OH:3].C(N(CC)CC)C.[F:11][C:12]1[CH:13]=[CH:14][C:15]([C:18](=O)[CH2:19][O:20][CH3:21])=[N:16][CH:17]=1. The catalyst is C(O)C. The product is [F:11][C:12]1[CH:13]=[CH:14][C:15]([C:18](=[N:2][OH:3])[CH2:19][O:20][CH3:21])=[N:16][CH:17]=1. The yield is 0.980. (4) The reactants are Cl.C[O:3][C:4](=[O:39])[C:5]1[CH:10]=[CH:9][C:8]([CH2:11][O:12][C:13]2[CH:18]=[CH:17][C:16]([CH2:19][C@H:20]([NH2:38])[C:21]3[N:22]([CH2:34][CH2:35][CH2:36][CH3:37])[CH:23]=[C:24]([C:26]4[CH:31]=[CH:30][C:29]([Cl:32])=[CH:28][C:27]=4[Cl:33])[N:25]=3)=[CH:15][CH:14]=2)=[CH:7][CH:6]=1.[C:40]1([S:50](Cl)(=[O:52])=[O:51])[C:49]2[C:44](=[CH:45][CH:46]=[CH:47][CH:48]=2)[CH:43]=[CH:42][CH:41]=1. No catalyst specified. The product is [CH2:34]([N:22]1[CH:23]=[C:24]([C:26]2[CH:31]=[CH:30][C:29]([Cl:32])=[CH:28][C:27]=2[Cl:33])[N:25]=[C:21]1[C@@H:20]([NH:38][S:50]([C:40]1[C:49]2[C:44](=[CH:45][CH:46]=[CH:47][CH:48]=2)[CH:43]=[CH:42][CH:41]=1)(=[O:52])=[O:51])[CH2:19][C:16]1[CH:17]=[CH:18][C:13]([O:12][CH2:11][C:8]2[CH:7]=[CH:6][C:5]([C:4]([OH:39])=[O:3])=[CH:10][CH:9]=2)=[CH:14][CH:15]=1)[CH2:35][CH2:36][CH3:37]. The yield is 0.590. (5) The reactants are O[CH2:2][CH2:3][CH2:4][CH2:5][O:6][C:7]1[CH:16]=[C:15]2[C:10]([C:11](=O)[NH:12][CH:13]=[N:14]2)=[CH:9][CH:8]=1.[NH2:18][C:19]1[NH:23][N:22]=[C:21]([CH2:24][C:25]([OH:27])=[O:26])[CH:20]=1.[ClH:28].O1CCOCC1.[OH-].[Na+]. The catalyst is S(Cl)(Cl)=O.CN(C)C=O. The product is [Cl:28][CH2:2][CH2:3][CH2:4][CH2:5][O:6][C:7]1[CH:16]=[C:15]2[C:10]([C:11]([NH:18][C:19]3[CH:20]=[C:21]([CH2:24][C:25]([OH:27])=[O:26])[NH:22][N:23]=3)=[N:12][CH:13]=[N:14]2)=[CH:9][CH:8]=1. The yield is 0.910. (6) The reactants are [Cl:1][C:2]1[N:3]([C:16]2[C:21]([CH3:22])=[CH:20][C:19]([CH3:23])=[CH:18][C:17]=2[CH3:24])[C:4]2[N:5]([CH:15]=1)[C:6]([CH2:13]O)=[C:7]([C:9]([F:12])([F:11])[F:10])[N:8]=2.S(Cl)([Cl:27])=O. The product is [Cl:1][C:2]1[N:3]([C:16]2[C:21]([CH3:22])=[CH:20][C:19]([CH3:23])=[CH:18][C:17]=2[CH3:24])[C:4]2[N:5]([C:6]([CH2:13][Cl:27])=[C:7]([C:9]([F:12])([F:11])[F:10])[N:8]=2)[CH:15]=1. The yield is 1.00. The catalyst is ClCCl. (7) The reactants are [C:1]1([C:7]2[C:15]3[C:10](=[CH:11][CH:12]=[CH:13][CH:14]=3)[N:9](S(C3C=CC(C)=CC=3)(=O)=O)[C:8]=2[CH:26]([NH:28][C:29]2[N:37]=[CH:36][N:35]=[C:34]3[C:30]=2[N:31]=[CH:32][NH:33]3)[CH3:27])[CH:6]=[CH:5][CH:4]=[CH:3][CH:2]=1.[OH-].[K+]. The catalyst is CO. The yield is 0.600. The product is [C:1]1([C:7]2[C:15]3[C:10](=[CH:11][CH:12]=[CH:13][CH:14]=3)[NH:9][C:8]=2[CH:26]([NH:28][C:29]2[N:37]=[CH:36][N:35]=[C:34]3[C:30]=2[N:31]=[CH:32][NH:33]3)[CH3:27])[CH:2]=[CH:3][CH:4]=[CH:5][CH:6]=1. (8) The reactants are [Br:1][C:2]1[CH:7]=[CH:6][C:5]([NH:8][C:9]2[N:10]([CH3:26])[C:11](=[O:25])[C:12]([CH3:24])=[CH:13][C:14]=2[C:15]([NH:17][O:18][CH2:19][CH2:20][O:21]C=C)=[O:16])=[C:4]([F:27])[CH:3]=1.Cl.[OH-].[Na+]. The catalyst is C(O)C.CCOC(C)=O.O. The product is [Br:1][C:2]1[CH:7]=[CH:6][C:5]([NH:8][C:9]2[N:10]([CH3:26])[C:11](=[O:25])[C:12]([CH3:24])=[CH:13][C:14]=2[C:15]([NH:17][O:18][CH2:19][CH2:20][OH:21])=[O:16])=[C:4]([F:27])[CH:3]=1. The yield is 0.940. (9) The reactants are [Br:1][C:2]1[CH:3]=[C:4]([CH2:8][NH2:9])[CH:5]=[N:6][CH:7]=1.[CH:10]1([CH:15]=O)[CH2:14][CH2:13][CH2:12][CH2:11]1.[BH3-]C#N.[Na+]. The product is [Br:1][C:2]1[CH:3]=[C:4]([CH2:8][NH:9][CH2:15][CH:10]2[CH2:14][CH2:13][CH2:12][CH2:11]2)[CH:5]=[N:6][CH:7]=1. The catalyst is CO. The yield is 0.793. (10) The reactants are [CH2:1]([O:8][N:9]1[C:15](=[O:16])[N:14]2[CH2:17][C@H:10]1[CH2:11][CH2:12][C@H:13]2[C:18]([OH:20])=O)[C:2]1[CH:7]=[CH:6][CH:5]=[CH:4][CH:3]=1.[NH2:21][O:22][C@H:23]1[CH2:27][CH2:26][N:25]([C:28]([O:30][C:31]([CH3:34])([CH3:33])[CH3:32])=[O:29])[CH2:24]1.ON1C2C=CC=CC=2N=N1.Cl.C(N=C=NCCCN(C)C)C. The catalyst is C(Cl)Cl. The product is [CH2:1]([O:8][N:9]1[C:15](=[O:16])[N:14]2[CH2:17][C@H:10]1[CH2:11][CH2:12][C@H:13]2[C:18]([NH:21][O:22][C@H:23]1[CH2:27][CH2:26][N:25]([C:28]([O:30][C:31]([CH3:34])([CH3:33])[CH3:32])=[O:29])[CH2:24]1)=[O:20])[C:2]1[CH:3]=[CH:4][CH:5]=[CH:6][CH:7]=1. The yield is 0.880.